Dataset: Catalyst prediction with 721,799 reactions and 888 catalyst types from USPTO. Task: Predict which catalyst facilitates the given reaction. (1) Reactant: [F:1][C:2]1[CH:7]=[CH:6][C:5]([C:8]2[C:16]3[C:11](=[CH:12][CH:13]=[C:14](/[CH:17]=[CH:18]/[C:19]([O:21]CC)=[O:20])[CH:15]=3)[NH:10][N:9]=2)=[CH:4][CH:3]=1.[OH-].[Li+].Cl. Product: [F:1][C:2]1[CH:3]=[CH:4][C:5]([C:8]2[C:16]3[C:11](=[CH:12][CH:13]=[C:14](/[CH:17]=[CH:18]/[C:19]([OH:21])=[O:20])[CH:15]=3)[NH:10][N:9]=2)=[CH:6][CH:7]=1. The catalyst class is: 30. (2) Reactant: [C:1]([C:5]1[N:10]=[C:9](Cl)[C:8]([C:12]([N:14]([CH2:32][CH:33]([CH3:35])[CH3:34])[C@@H:15]2[CH2:20][N:19]([C:21]([O:23][C:24]([CH3:27])([CH3:26])[CH3:25])=[O:22])[CH2:18][C@H:17]([C:28]([O:30][CH3:31])=[O:29])[CH2:16]2)=[O:13])=[CH:7][N:6]=1)([CH3:4])([CH3:3])[CH3:2].C(N(CC)C(C)C)(C)C.[CH:45]#[C:46][CH2:47][CH2:48][CH2:49][CH3:50]. Product: [C:1]([C:5]1[N:10]=[C:9]([C:45]#[C:46][CH2:47][CH2:48][CH2:49][CH3:50])[C:8]([C:12]([N:14]([CH2:32][CH:33]([CH3:35])[CH3:34])[C@@H:15]2[CH2:20][N:19]([C:21]([O:23][C:24]([CH3:27])([CH3:26])[CH3:25])=[O:22])[CH2:18][C@H:17]([C:28]([O:30][CH3:31])=[O:29])[CH2:16]2)=[O:13])=[CH:7][N:6]=1)([CH3:4])([CH3:3])[CH3:2]. The catalyst class is: 870.